From a dataset of Forward reaction prediction with 1.9M reactions from USPTO patents (1976-2016). Predict the product of the given reaction. The product is: [F:1][C:2]1[CH:19]=[CH:18][C:5]([CH2:6][CH2:7][CH:8]2[CH2:13][CH:12]([C:14]([O:16][CH3:17])=[O:15])[CH2:11][CH2:10][N:9]2[C:29]([O:30][CH3:31])=[O:32])=[CH:4][CH:3]=1. Given the reactants [F:1][C:2]1[CH:19]=[CH:18][C:5]([CH2:6][CH2:7][CH:8]2[CH2:13][CH:12]([C:14]([O:16][CH3:17])=[O:15])[CH2:11][CH2:10][NH:9]2)=[CH:4][CH:3]=1.CCN(C(C)C)C(C)C.[C:29](Cl)(=[O:32])[O:30][CH3:31].Cl, predict the reaction product.